Dataset: NCI-60 drug combinations with 297,098 pairs across 59 cell lines. Task: Regression. Given two drug SMILES strings and cell line genomic features, predict the synergy score measuring deviation from expected non-interaction effect. (1) Drug 2: C(=O)(N)NO. Drug 1: C1CCC(C1)C(CC#N)N2C=C(C=N2)C3=C4C=CNC4=NC=N3. Synergy scores: CSS=-6.20, Synergy_ZIP=2.17, Synergy_Bliss=0.518, Synergy_Loewe=-4.79, Synergy_HSA=-3.99. Cell line: SK-MEL-28. (2) Drug 1: CN1C(=O)N2C=NC(=C2N=N1)C(=O)N. Drug 2: CN(C(=O)NC(C=O)C(C(C(CO)O)O)O)N=O. Cell line: NCI-H322M. Synergy scores: CSS=-3.40, Synergy_ZIP=3.09, Synergy_Bliss=1.48, Synergy_Loewe=-1.35, Synergy_HSA=-3.41. (3) Drug 1: CC1OCC2C(O1)C(C(C(O2)OC3C4COC(=O)C4C(C5=CC6=C(C=C35)OCO6)C7=CC(=C(C(=C7)OC)O)OC)O)O. Drug 2: CC1=C(C(=O)C2=C(C1=O)N3CC4C(C3(C2COC(=O)N)OC)N4)N. Cell line: SNB-19. Synergy scores: CSS=51.5, Synergy_ZIP=-3.01, Synergy_Bliss=-1.96, Synergy_Loewe=4.40, Synergy_HSA=3.84. (4) Drug 1: CC12CCC(CC1=CCC3C2CCC4(C3CC=C4C5=CN=CC=C5)C)O. Drug 2: C1=CC(=CC=C1C#N)C(C2=CC=C(C=C2)C#N)N3C=NC=N3. Cell line: NCI-H460. Synergy scores: CSS=-6.77, Synergy_ZIP=2.18, Synergy_Bliss=-4.05, Synergy_Loewe=-10.4, Synergy_HSA=-8.75.